Dataset: Full USPTO retrosynthesis dataset with 1.9M reactions from patents (1976-2016). Task: Predict the reactants needed to synthesize the given product. (1) Given the product [N+:18]([C:17]1[CH:16]=[CH:15][C:5]([O:6][C:7]2[CH:8]=[C:9]([CH:12]=[CH:13][CH:14]=2)[C:10]#[N:11])=[CH:4][C:3]=1[CH2:1][NH:24][CH2:21][CH2:22][CH3:23])([O-:20])=[O:19], predict the reactants needed to synthesize it. The reactants are: [CH:1]([C:3]1[CH:4]=[C:5]([CH:15]=[CH:16][C:17]=1[N+:18]([O-:20])=[O:19])[O:6][C:7]1[CH:8]=[C:9]([CH:12]=[CH:13][CH:14]=1)[C:10]#[N:11])=O.[CH2:21]([NH2:24])[CH2:22][CH3:23].[BH-](OC(C)=O)(OC(C)=O)OC(C)=O.[Na+].C([O-])(O)=O.[Na+]. (2) Given the product [F:1][C:2]1[CH:3]=[C:4]([CH:16]=[CH:17][C:18]=1[F:19])[O:5][C:6]1[CH:13]=[CH:12][C:11]([CH2:14][O:15][C:21]2[CH:31]=[C:25]3[N:26]([CH3:30])[CH2:27][CH2:28][CH2:29][N:24]3[C:23](=[O:32])[N:22]=2)=[CH:10][C:7]=1[C:8]#[N:9], predict the reactants needed to synthesize it. The reactants are: [F:1][C:2]1[CH:3]=[C:4]([CH:16]=[CH:17][C:18]=1[F:19])[O:5][C:6]1[CH:13]=[CH:12][C:11]([CH2:14][OH:15])=[CH:10][C:7]=1[C:8]#[N:9].Cl[C:21]1[CH:31]=[C:25]2[N:26]([CH3:30])[CH2:27][CH2:28][CH2:29][N:24]2[C:23](=[O:32])[N:22]=1.